This data is from Acute oral toxicity (LD50) regression data from Zhu et al.. The task is: Regression/Classification. Given a drug SMILES string, predict its toxicity properties. Task type varies by dataset: regression for continuous values (e.g., LD50, hERG inhibition percentage) or binary classification for toxic/non-toxic outcomes (e.g., AMES mutagenicity, cardiotoxicity, hepatotoxicity). Dataset: ld50_zhu. (1) The rat oral LD50 is 3.39, given as -log10 of the dose in mol/kg body weight (higher means more acutely toxic). The molecule is Oc1c(Br)c(Br)c(Br)c(Br)c1Br. (2) The drug is S=C=NCCN=C=S. The rat oral LD50 is 3.11, given as -log10 of the dose in mol/kg body weight (higher means more acutely toxic).